Task: Predict which catalyst facilitates the given reaction.. Dataset: Catalyst prediction with 721,799 reactions and 888 catalyst types from USPTO (1) Reactant: [N+:1](C1C=C([N+]([O-])=O)C=CC=1)([O-:3])=[O:2].C(N1CCNCC1)(OC(C)(C)C)=O.C(=O)([O-])[O-].[K+].[K+].[C:32]([O:36][C:37]([N:39]1[CH2:44][CH2:43][N:42]([C:45]2[CH:50]=[C:49]([F:51])[CH:48]=[CH:47][C:46]=2[N+]([O-])=O)[CH2:41][CH2:40]1)=[O:38])([CH3:35])([CH3:34])[CH3:33]. Product: [C:32]([O:36][C:37]([N:39]1[CH2:40][CH2:41][N:42]([C:45]2[CH:46]=[CH:47][C:48]([N+:1]([O-:3])=[O:2])=[C:49]([F:51])[CH:50]=2)[CH2:43][CH2:44]1)=[O:38])([CH3:35])([CH3:33])[CH3:34]. The catalyst class is: 9. (2) Reactant: [C:1]([C:3]1[CH:25]=[CH:24][C:6]2[NH:7][C:8]3[N:9]=[CH:10][CH:11]=[CH:12][C:13]=3[C:14]([C:20]([F:23])([F:22])[F:21])([CH2:15][O:16][CH:17]([CH3:19])[CH3:18])[C:5]=2[CH:4]=1)#[N:2].C1C(=O)N([Br:33])C(=O)C1.CCOC(C)=O.CCCCCC. Product: [Br:33][C:11]1[CH:10]=[N:9][C:8]2[NH:7][C:6]3[CH:24]=[CH:25][C:3]([C:1]#[N:2])=[CH:4][C:5]=3[C:14]([C:20]([F:21])([F:22])[F:23])([CH2:15][O:16][CH:17]([CH3:19])[CH3:18])[C:13]=2[CH:12]=1. The catalyst class is: 10. (3) Reactant: [F:1][C:2]1[N:7]=[CH:6][C:5]([OH:8])=[C:4]([I:9])[CH:3]=1.C([O-])([O-])=O.[K+].[K+].Br[CH2:17][CH2:18][N:19]1[C:27](=[O:28])[C:26]2[C:21](=[CH:22][CH:23]=[CH:24][CH:25]=2)[C:20]1=[O:29].O. Product: [F:1][C:2]1[N:7]=[CH:6][C:5]([O:8][CH2:17][CH2:18][N:19]2[C:20](=[O:29])[C:21]3[C:26](=[CH:25][CH:24]=[CH:23][CH:22]=3)[C:27]2=[O:28])=[C:4]([I:9])[CH:3]=1. The catalyst class is: 3. (4) Reactant: [CH3:1][S:2]([NH:5][CH2:6][CH2:7][NH:8][CH:9]1[CH2:14][CH2:13][CH:12]([CH2:15][C:16]([O:18][CH2:19][CH3:20])=[O:17])[CH2:11][CH2:10]1)(=[O:4])=[O:3].[C:21]([O:25][C:26](O[C:26]([O:25][C:21]([CH3:24])([CH3:23])[CH3:22])=[O:27])=[O:27])([CH3:24])([CH3:23])[CH3:22].C(N(C(C)C)CC)(C)C. Product: [C:21]([O:25][C:26]([N:8]([CH2:7][CH2:6][NH:5][S:2]([CH3:1])(=[O:4])=[O:3])[CH:9]1[CH2:14][CH2:13][CH:12]([CH2:15][C:16]([O:18][CH2:19][CH3:20])=[O:17])[CH2:11][CH2:10]1)=[O:27])([CH3:24])([CH3:23])[CH3:22]. The catalyst class is: 4. (5) Reactant: [C:1]1([NH:7][C:8]2[N:13]=[CH:12][C:11]([C:14](OCC)=[O:15])=[CH:10][N:9]=2)[CH:6]=[CH:5][CH:4]=[CH:3][CH:2]=1.[H-].C([Al+]CC(C)C)C(C)C.C1(C)C=CC=CC=1.C(OCC)(=O)C. Product: [OH:15][CH2:14][C:11]1[CH:10]=[N:9][C:8]([NH:7][C:1]2[CH:2]=[CH:3][CH:4]=[CH:5][CH:6]=2)=[N:13][CH:12]=1. The catalyst class is: 11. (6) Reactant: [CH:1]1([CH2:6][C:7]([NH:9][C:10]2[C:15]([O:16][CH3:17])=[CH:14][CH:13]=[C:12]([N+:18]([O-])=O)[C:11]=2[CH3:21])=[O:8])[CH2:5][CH2:4][CH2:3][CH2:2]1. Product: [NH2:18][C:12]1[C:11]([CH3:21])=[C:10]([NH:9][C:7](=[O:8])[CH2:6][CH:1]2[CH2:2][CH2:3][CH2:4][CH2:5]2)[C:15]([O:16][CH3:17])=[CH:14][CH:13]=1. The catalyst class is: 171. (7) Reactant: [C:1]([C:4]1[CH:9]=[N:8][N:7]2[CH:10]=[C:11]([C:13]([O:15][CH2:16][CH3:17])=[O:14])[CH:12]=[C:6]2[C:5]=1Cl)(=[O:3])[NH2:2].[NH2:19][C@H:20]1[C@@H:24]([CH3:25])[CH2:23][N:22]([C:26]([O:28][CH2:29][C:30]2[CH:35]=[CH:34][CH:33]=[CH:32][CH:31]=2)=[O:27])[CH2:21]1.C(N(C(C)C)CC)(C)C. Product: [CH2:29]([O:28][C:26]([N:22]1[CH2:23][C@H:24]([CH3:25])[C@H:20]([NH:19][C:5]2[C:6]3[N:7]([CH:10]=[C:11]([C:13]([O:15][CH2:16][CH3:17])=[O:14])[CH:12]=3)[N:8]=[CH:9][C:4]=2[C:1](=[O:3])[NH2:2])[CH2:21]1)=[O:27])[C:30]1[CH:35]=[CH:34][CH:33]=[CH:32][CH:31]=1. The catalyst class is: 44. (8) Reactant: [C:1](=[O:39])(OC1C=CC([N+]([O-])=O)=CC=1)[O:2][CH:3]1[CH2:8][CH2:7][N:6]([C:9]2[C:10]3[CH2:26][S:25](=[O:28])(=[O:27])[CH2:24][C:11]=3[N:12]=[C:13]([C:15]3[CH:20]=[C:19]([F:21])[C:18]([Cl:22])=[CH:17][C:16]=3[F:23])[N:14]=2)[CH2:5][CH2:4]1.[CH3:40][NH:41][CH2:42][CH2:43][OH:44].C(=O)(O)[O-].[Na+].Cl.O1CCOCC1. Product: [ClH:22].[OH:44][CH2:43][CH2:42][N:41]([CH3:40])[C:1](=[O:39])[O:2][CH:3]1[CH2:4][CH2:5][N:6]([C:9]2[C:10]3[CH2:26][S:25](=[O:27])(=[O:28])[CH2:24][C:11]=3[N:12]=[C:13]([C:15]3[CH:20]=[C:19]([F:21])[C:18]([Cl:22])=[CH:17][C:16]=3[F:23])[N:14]=2)[CH2:7][CH2:8]1. The catalyst class is: 118. (9) Reactant: [NH2:1][C:2]1[CH:3]=[C:4]([C:11]([OH:13])=[O:12])[CH:5]=[C:6]([C:8]([OH:10])=[O:9])[CH:7]=1.[C:14]1([CH3:24])[CH:19]=[CH:18]C(S(O)(=O)=O)=CC=1. Product: [CH2:3]([O:12][C:11]([C:4]1[CH:3]=[C:2]([NH2:1])[CH:7]=[C:6]([C:8]([O:10][CH2:24][CH2:14][CH2:19][CH3:18])=[O:9])[CH:5]=1)=[O:13])[CH2:2][CH2:7][CH3:6]. The catalyst class is: 51. (10) Reactant: [NH2:1][OH:2].Cl.C([O-])([O-])=O.[K+].[K+].[C:10](O[C:10]([O:12][C:13]([CH3:16])([CH3:15])[CH3:14])=[O:11])([O:12][C:13]([CH3:16])([CH3:15])[CH3:14])=[O:11]. Product: [OH:2][NH:1][C:10](=[O:11])[O:12][C:13]([CH3:16])([CH3:15])[CH3:14]. The catalyst class is: 280.